Dataset: Forward reaction prediction with 1.9M reactions from USPTO patents (1976-2016). Task: Predict the product of the given reaction. (1) Given the reactants Cl.[CH3:2][CH:3]([CH3:22])[CH2:4][NH:5][CH2:6][C:7]1[S:8][C:9]([C:12]2[CH:17]=[CH:16][CH:15]=[C:14]([S:18]([CH3:21])(=[O:20])=[O:19])[CH:13]=2)=[CH:10][CH:11]=1.C(N(CC)C(C)C)(C)C.[C:32]1([S:38](Cl)(=[O:40])=[O:39])[CH:37]=[CH:36][CH:35]=[CH:34][CH:33]=1, predict the reaction product. The product is: [CH2:4]([N:5]([CH2:6][C:7]1[S:8][C:9]([C:12]2[CH:17]=[CH:16][CH:15]=[C:14]([S:18]([CH3:21])(=[O:20])=[O:19])[CH:13]=2)=[CH:10][CH:11]=1)[S:38]([C:32]1[CH:37]=[CH:36][CH:35]=[CH:34][CH:33]=1)(=[O:40])=[O:39])[CH:3]([CH3:22])[CH3:2]. (2) Given the reactants [NH2:1][C:2]1[CH:11]=[C:10]([Cl:12])[CH:9]=[CH:8][C:3]=1[C:4]([O:6][CH3:7])=[O:5].C(N(C(C)C)CC)(C)C.[Cl:22][C:23]1[CH:27]=[CH:26][S:25][C:24]=1[C:28](Cl)=[O:29], predict the reaction product. The product is: [Cl:12][C:10]1[CH:9]=[CH:8][C:3]([C:4]([O:6][CH3:7])=[O:5])=[C:2]([NH:1][C:28]([C:24]2[S:25][CH:26]=[CH:27][C:23]=2[Cl:22])=[O:29])[CH:11]=1. (3) Given the reactants Cl.[Br:2][C:3]1[CH:7]=[C:6]([C:8]2([O:12][CH3:13])[CH2:11][NH:10][CH2:9]2)[N:5]([CH3:14])[N:4]=1.C(N(CC)CC)C.[CH3:22][CH:23]([S:25](Cl)(=[O:27])=[O:26])[CH3:24].C(=O)(O)[O-].[Na+], predict the reaction product. The product is: [Br:2][C:3]1[CH:7]=[C:6]([C:8]2([O:12][CH3:13])[CH2:11][N:10]([S:25]([CH:23]([CH3:24])[CH3:22])(=[O:27])=[O:26])[CH2:9]2)[N:5]([CH3:14])[N:4]=1. (4) Given the reactants [N+]([O-])(O)=O.[CH3:5][C:6]12[CH2:15][CH:10]3[CH2:11][CH:12]([CH2:14][CH:8]([CH2:9]3)[CH2:7]1)[CH2:13]2.S(=O)(=O)(O)O.[CH:21]([NH2:23])=[O:22], predict the reaction product. The product is: [CH:21]([NH:23][C:12]12[CH2:14][CH:8]3[CH2:9][CH:10]([CH2:15][C:6]([CH3:5])([CH2:7]3)[CH2:13]1)[CH2:11]2)=[O:22]. (5) Given the reactants O[CH2:2][CH2:3][O:4][NH:5][C:6](=[O:12])[O:7][C:8]([CH3:11])([CH3:10])[CH3:9].C1(P(C2C=CC=CC=2)C2C=CC=CC=2)C=CC=CC=1.N1C=CN=C1.[I:37]I, predict the reaction product. The product is: [I:37][CH2:2][CH2:3][O:4][NH:5][C:6](=[O:12])[O:7][C:8]([CH3:11])([CH3:10])[CH3:9]. (6) Given the reactants [C:1]([O:5][C:6](=[O:25])[NH:7][C:8]1[CH2:9][O:10][CH2:11][C@:12]([C:15]2[CH:20]=[C:19]([N+:21]([O-])=O)[CH:18]=[C:17]([Br:24])[CH:16]=2)([CH3:14])[N:13]=1)([CH3:4])([CH3:3])[CH3:2], predict the reaction product. The product is: [C:1]([O:5][C:6](=[O:25])[NH:7][C:8]1[CH2:9][O:10][CH2:11][C@:12]([C:15]2[CH:16]=[C:17]([Br:24])[CH:18]=[C:19]([NH2:21])[CH:20]=2)([CH3:14])[N:13]=1)([CH3:2])([CH3:3])[CH3:4].